Dataset: Retrosynthesis with 50K atom-mapped reactions and 10 reaction types from USPTO. Task: Predict the reactants needed to synthesize the given product. (1) Given the product CNC(=O)c1c(-c2ccccn2)c(C(C)Nc2ncnc(N)c2C#N)nc2ccc(F)cc12, predict the reactants needed to synthesize it. The reactants are: CNC(=O)c1c(-c2ccccn2)c(C(C)N)nc2ccc(F)cc12.N#Cc1c(N)ncnc1Cl. (2) Given the product CCOC(=O)COCC[C@H](NC(=O)c1cc(OC2CCCC2)nc(-c2ccccc2)n1)C(=O)N1CCN(C(=O)OCC)CC1, predict the reactants needed to synthesize it. The reactants are: CCOC(=O)CBr.CCOC(=O)N1CCN(C(=O)[C@H](CCO)NC(=O)c2cc(OC3CCCC3)nc(-c3ccccc3)n2)CC1.